Dataset: hERG potassium channel inhibition data for cardiac toxicity prediction from Karim et al.. Task: Regression/Classification. Given a drug SMILES string, predict its toxicity properties. Task type varies by dataset: regression for continuous values (e.g., LD50, hERG inhibition percentage) or binary classification for toxic/non-toxic outcomes (e.g., AMES mutagenicity, cardiotoxicity, hepatotoxicity). Dataset: herg_karim. The result is 1 (blocker). The drug is Cc1c([C@@H](O)CN2CCC3(CC2)CCN(c2ccc(C#N)nc2)C3)ccc2c1COC2=O.